Task: Predict the reaction yield, written as a fraction of the theoretical maximum amount of product (1.0 means a 100% yield; for example, 0.34 means a 34% yield).. Dataset: Reaction yield outcomes from USPTO patents with 853,638 reactions (1) The reactants are [NH:1]1[C:11]2[C:6](=[CH:7][CH:8]=[CH:9][CH:10]=2)[C:4](=O)[C:2]1=[O:3].[CH:12]1([CH2:15][NH2:16])[CH2:14][CH2:13]1.[O-]S([O-])(=O)=O.[Mg+2].[C:23]([S-:25])#[N:24].[K+].C1C=CC(N=N[C:35]2[CH:36]=[CH:37][C:38](N)=[N:39][C:40]=2N)=CC=1.Cl.Cl.[N+](CC1CC1)#[C-]. The catalyst is C1COCC1.CO. The product is [CH:12]1([CH2:15][N:16]2[C:4]3([C:6]4[C:11](=[CH:10][CH:9]=[CH:8][CH:7]=4)[NH:1][C:2]3=[O:3])/[C:40](=[N:39]/[CH2:38][CH:37]3[CH2:35][CH2:36]3)/[NH:24][C:23]2=[S:25])[CH2:14][CH2:13]1. The yield is 0.250. (2) The reactants are Br[C:2]1[C:10]2[C:5](=[CH:6][CH:7]=[C:8]([C:11]#[N:12])[CH:9]=2)[N:4]([CH:13]2[CH2:18][CH2:17][CH2:16][CH2:15][O:14]2)[N:3]=1.CC1CCCCN1[CH2:26][CH2:27][O:28][C:29]1[CH:30]=[C:31]2[C:36](=[CH:37][CH:38]=1)[CH:35]=[C:34](B(O)O)[CH:33]=[CH:32]2. No catalyst specified. The product is [CH3:11][CH:8]1[CH2:9][CH2:10][CH2:5][CH2:6][CH:7]1[CH2:26][CH2:27][O:28][C:29]1[CH:30]=[C:31]2[C:36](=[CH:37][CH:38]=1)[CH:35]=[C:34]([C:2]1[C:10]3[C:5](=[CH:6][CH:7]=[C:8]([C:11]#[N:12])[CH:9]=3)[N:4]([CH:13]3[CH2:18][CH2:17][CH2:16][CH2:15][O:14]3)[N:3]=1)[CH:33]=[CH:32]2. The yield is 0.250. (3) The reactants are [CH3:1][O:2][C:3](=[O:18])[CH:4]=[C:5]1[CH2:10][CH2:9][N:8]([C:11]([O:13][C:14]([CH3:17])([CH3:16])[CH3:15])=[O:12])[CH2:7][CH2:6]1.O. The catalyst is CO.[Pd]. The product is [CH3:1][O:2][C:3](=[O:18])[CH2:4][CH:5]1[CH2:6][CH2:7][N:8]([C:11]([O:13][C:14]([CH3:16])([CH3:15])[CH3:17])=[O:12])[CH2:9][CH2:10]1. The yield is 0.990. (4) The reactants are [CH2:1]([O:8][C:9]1[C:18]2[C:13](=[CH:14][CH:15]=[C:16]([CH:19]=[O:20])[CH:17]=2)[N:12]=[C:11]([N:21]2[CH2:27][C:26]3[CH:28]=[CH:29][CH:30]=[CH:31][C:25]=3[S:24][CH2:23][CH2:22]2)[N:10]=1)[C:2]1[CH:7]=[CH:6][CH:5]=[CH:4][CH:3]=1.[BH4-].[Na+]. The catalyst is CO.O1CCCC1.O. The product is [CH2:1]([O:8][C:9]1[C:18]2[C:13](=[CH:14][CH:15]=[C:16]([CH2:19][OH:20])[CH:17]=2)[N:12]=[C:11]([N:21]2[CH2:27][C:26]3[CH:28]=[CH:29][CH:30]=[CH:31][C:25]=3[S:24][CH2:23][CH2:22]2)[N:10]=1)[C:2]1[CH:3]=[CH:4][CH:5]=[CH:6][CH:7]=1. The yield is 0.950. (5) The reactants are [CH3:1][C:2]([C:8]1[CH:13]=[CH:12][CH:11]=[CH:10][CH:9]=1)([CH3:7])[CH2:3][C:4](O)=[O:5].C[N:15](C=O)C.C(Cl)(=O)C(Cl)=O. The catalyst is C(Cl)Cl. The product is [CH3:1][C:2]([C:8]1[CH:13]=[CH:12][CH:11]=[CH:10][CH:9]=1)([CH3:7])[CH2:3][C:4]([NH2:15])=[O:5]. The yield is 0.650. (6) The reactants are [CH3:1][N:2](C=O)C.CI.CN(C)[CH2:10][C:11]1[C:19]2[C:14](=[CH:15][C:16]([N+:20]([O-:22])=[O:21])=[CH:17][CH:18]=2)[NH:13][CH:12]=1.[C-]#N.[K+]. The catalyst is O.C1COCC1. The product is [N+:20]([C:16]1[CH:15]=[C:14]2[C:19]([C:11]([CH2:10][C:1]#[N:2])=[CH:12][NH:13]2)=[CH:18][CH:17]=1)([O-:22])=[O:21]. The yield is 0.360. (7) The reactants are Br[C:2]1[CH:3]=[C:4]2[NH:10][N:9]=[CH:8][C:5]2=[N:6][CH:7]=1.C(N(CC)CC)C.C1(P(C2C=CC=CC=2)C2C=CC3C(=CC=CC=3)C=2C2C3C(=CC=CC=3)C=CC=2P(C2C=CC=CC=2)C2C=CC=CC=2)C=CC=CC=1.[C]=O.[C:66]([O:69][CH2:70]C)(=[O:68])C. The catalyst is CO.C(#N)C.[Pd](Cl)Cl.CCCCCC. The product is [NH:10]1[C:4]2[C:5](=[N:6][CH:7]=[C:2]([C:66]([O:69][CH3:70])=[O:68])[CH:3]=2)[CH:8]=[N:9]1. The yield is 0.920. (8) The reactants are [Cl:1][C:2]1[CH:7]=[CH:6][CH:5]=[C:4]([Cl:8])[C:3]=1[C:9]1[C:13]([CH2:14][O:15][C:16]2[CH:17]=[C:18]3[C:23](=[CH:24][CH:25]=2)[CH:22]=[C:21]([C:26]2[CH:27]=[CH:28][C:29]([F:36])=[C:30]([CH:35]=2)[C:31]([O:33]C)=[O:32])[CH:20]=[CH:19]3)=[C:12]([CH:37]([CH3:39])[CH3:38])[O:11][N:10]=1.[OH-].[Na+].CO. The catalyst is O1CCCC1. The product is [Cl:1][C:2]1[CH:7]=[CH:6][CH:5]=[C:4]([Cl:8])[C:3]=1[C:9]1[C:13]([CH2:14][O:15][C:16]2[CH:17]=[C:18]3[C:23](=[CH:24][CH:25]=2)[CH:22]=[C:21]([C:26]2[CH:27]=[CH:28][C:29]([F:36])=[C:30]([CH:35]=2)[C:31]([OH:33])=[O:32])[CH:20]=[CH:19]3)=[C:12]([CH:37]([CH3:39])[CH3:38])[O:11][N:10]=1. The yield is 0.910. (9) The reactants are [CH3:1][N:2]([C:11]1[CH:12]=[CH:13][CH:14]=[C:15]2[C:19]=1[NH:18][C:17]([C:20]1[S:21][C:22]3([CH2:29][CH2:28][NH:27][CH2:26][CH2:25]3)[CH2:23][N:24]=1)=[CH:16]2)[S:3]([C:6]1[S:7][CH:8]=[CH:9][CH:10]=1)(=[O:5])=[O:4].Cl[CH2:31][C:32]([NH2:34])=[O:33].C(=O)([O-])[O-].[K+].[K+].CN(C)C=O. The catalyst is CCCCCC.O. The product is [CH3:1][N:2]([S:3]([C:6]1[S:7][CH:8]=[CH:9][CH:10]=1)(=[O:4])=[O:5])[C:11]1[CH:12]=[CH:13][CH:14]=[C:15]2[C:19]=1[NH:18][C:17]([C:20]1[S:21][C:22]3([CH2:29][CH2:28][N:27]([CH2:31][C:32]([NH2:34])=[O:33])[CH2:26][CH2:25]3)[CH2:23][N:24]=1)=[CH:16]2. The yield is 0.560.